The task is: Predict the reaction yield, written as a fraction of the theoretical maximum amount of product (1.0 means a 100% yield; for example, 0.34 means a 34% yield).. This data is from Reaction yield outcomes from USPTO patents with 853,638 reactions. (1) The catalyst is CS(C)=O. The yield is 0.310. The product is [C:21]([C:18]1[CH:19]=[CH:20][C:15]([C:14]([NH:13][CH:8]([C:5]2[CH:6]=[CH:7][C:2]([B:34]3[O:35][C:36]([CH3:38])([CH3:37])[C:32]([CH3:48])([CH3:31])[O:33]3)=[CH:3][CH:4]=2)[C:9]([O:11][CH3:12])=[O:10])=[O:25])=[CH:16][CH:17]=1)([CH3:24])([CH3:23])[CH3:22]. The reactants are Br[C:2]1[CH:7]=[CH:6][C:5]([CH:8]([NH:13][C:14](=[O:25])[C:15]2[CH:20]=[CH:19][C:18]([C:21]([CH3:24])([CH3:23])[CH3:22])=[CH:17][CH:16]=2)[C:9]([O:11][CH3:12])=[O:10])=[CH:4][CH:3]=1.CC([O-])=O.[K+].[CH3:31][C:32]1([CH3:48])[C:36]([CH3:38])([CH3:37])[O:35][B:34]([B:34]2[O:35][C:36]([CH3:38])([CH3:37])[C:32]([CH3:48])([CH3:31])[O:33]2)[O:33]1. (2) The reactants are [O:1]=[C:2]1[NH:6][C:5](=[O:7])[C:4](=[CH:8][C:9]2[S:13][C:12]([C:14]3[CH:15]=[C:16]([CH:27]=[CH:28][CH:29]=3)[CH2:17][CH2:18][NH:19][C:20](=[O:26])[O:21][C:22]([CH3:25])([CH3:24])[CH3:23])=[CH:11][CH:10]=2)[S:3]1. The catalyst is O1CCOCC1.C(O)(=O)C. The product is [O:1]=[C:2]1[NH:6][C:5](=[O:7])[CH:4]([CH2:8][C:9]2[S:13][C:12]([C:14]3[CH:15]=[C:16]([CH:27]=[CH:28][CH:29]=3)[CH2:17][CH2:18][NH:19][C:20](=[O:26])[O:21][C:22]([CH3:25])([CH3:23])[CH3:24])=[CH:11][CH:10]=2)[S:3]1. The yield is 0.200. (3) The reactants are Br[C:2]1[CH:7]=[CH:6][N:5]=[C:4]([O:8][CH2:9][CH:10]2[CH2:12][CH2:11]2)[CH:3]=1.[CH3:13][C:14]1([CH3:30])[C:18]([CH3:20])([CH3:19])[O:17][B:16]([B:16]2[O:17][C:18]([CH3:20])([CH3:19])[C:14]([CH3:30])([CH3:13])[O:15]2)[O:15]1.C([O-])(=O)C.[K+]. The catalyst is O1CCOCC1.C(OCC)(=O)C.C1C=CC(P(C2C=CC=CC=2)[C-]2C=CC=C2)=CC=1.C1C=CC(P(C2C=CC=CC=2)[C-]2C=CC=C2)=CC=1.Cl[Pd]Cl.[Fe+2]. The product is [CH:10]1([CH2:9][O:8][C:4]2[CH:3]=[C:2]([B:16]3[O:17][C:18]([CH3:20])([CH3:19])[C:14]([CH3:30])([CH3:13])[O:15]3)[CH:7]=[CH:6][N:5]=2)[CH2:12][CH2:11]1. The yield is 3.33. (4) The reactants are [Br:1][C:2]1[CH:3]=[C:4]2[C:9](=[CH:10][CH:11]=1)[NH:8][C:7](=O)[CH:6]=[CH:5]2.P(Cl)(Cl)([Cl:15])=O. The catalyst is CN(C)C=O. The product is [Br:1][C:2]1[CH:3]=[C:4]2[C:9](=[CH:10][CH:11]=1)[N:8]=[C:7]([Cl:15])[CH:6]=[CH:5]2. The yield is 0.900. (5) The reactants are [I:1][C:2]1[CH:3]=[CH:4][C:5]2[O:10][N:9]=[C:8]([C:11]([O:13]CC)=O)[C:7](=[O:16])[C:6]=2[CH:17]=1.[Cl:18][C:19]1[CH:26]=[CH:25][C:22]([CH2:23][NH2:24])=[CH:21][CH:20]=1. The yield is 0.480. The product is [Cl:18][C:19]1[CH:26]=[CH:25][C:22]([CH2:23][NH:24][C:11]([C:8]2[C:7](=[O:16])[C:6]3[CH:17]=[C:2]([I:1])[CH:3]=[CH:4][C:5]=3[O:10][N:9]=2)=[O:13])=[CH:21][CH:20]=1. The catalyst is C1(C)C=CC=CC=1. (6) The product is [C:2]([O:5][C:6]1[CH:7]=[C:8]([CH:23]=[CH:24][C:25]=1[CH3:26])[NH:9][C:10]1[C:19]2[C:14](=[CH:15][C:16]([O:22][CH2:29][C:30]3[CH:31]=[N:32][CH:33]=[CH:34][CH:35]=3)=[C:17]([O:20][CH3:21])[CH:18]=2)[N:13]=[CH:12][N:11]=1)(=[O:4])[CH3:3]. No catalyst specified. The yield is 0.340. The reactants are Cl.[C:2]([O:5][C:6]1[CH:7]=[C:8]([CH:23]=[CH:24][C:25]=1[CH3:26])[NH:9][C:10]1[C:19]2[C:14](=[CH:15][C:16]([OH:22])=[C:17]([O:20][CH3:21])[CH:18]=2)[N:13]=[CH:12][N:11]=1)(=[O:4])[CH3:3].Br.Br[CH2:29][C:30]1[CH:31]=[N:32][CH:33]=[CH:34][CH:35]=1. (7) The product is [O:24]=[S:23]1(=[O:25])[CH2:26][CH2:27][CH2:28][N:22]1[C:19]1[CH:20]=[CH:21][C:16]([C:4]2[N:5]([CH2:14][CH3:15])[C:6]3[C:11]([C:3]=2[C:1]#[N:2])=[CH:10][CH:9]=[C:8]([O:12][CH3:13])[CH:7]=3)=[CH:17][CH:18]=1. The reactants are [C:1]([C:3]1[C:11]2[C:6](=[CH:7][C:8]([O:12][CH3:13])=[CH:9][CH:10]=2)[N:5]([CH2:14][CH3:15])[C:4]=1[C:16]1[CH:21]=[CH:20][C:19]([NH:22][S:23]([CH2:26][CH2:27][CH2:28]Cl)(=[O:25])=[O:24])=[CH:18][CH:17]=1)#[N:2].C([O-])([O-])=O.[K+].[K+]. The yield is 0.680. The catalyst is CN(C=O)C.O. (8) The reactants are [Cl:1][C:2]1[CH:3]=[C:4]([NH:8][C:9]([C:11]2[C:16](I)=[CH:15][CH:14]=[C:13]([CH3:18])[N:12]=2)=[O:10])[CH:5]=[CH:6][CH:7]=1.[NH2:19][C:20]1[CH:21]=[N:22][CH:23]=[CH:24][CH:25]=1.C(=O)([O-])[O-].[Cs+].[Cs+].CC1(C)C2C(=C(P(C3C=CC=CC=3)C3C=CC=CC=3)C=CC=2)OC2C(P(C3C=CC=CC=3)C3C=CC=CC=3)=CC=CC1=2.C(Cl)(Cl)Cl. The catalyst is O1CCOCC1.C(Cl)Cl.C1C=CC(/C=C/C(/C=C/C2C=CC=CC=2)=O)=CC=1.C1C=CC(/C=C/C(/C=C/C2C=CC=CC=2)=O)=CC=1.C1C=CC(/C=C/C(/C=C/C2C=CC=CC=2)=O)=CC=1.[Pd].[Pd]. The product is [Cl:1][C:2]1[CH:3]=[C:4]([NH:8][C:9]([C:11]2[C:16]([NH:19][C:20]3[CH:21]=[N:22][CH:23]=[CH:24][CH:25]=3)=[CH:15][CH:14]=[C:13]([CH3:18])[N:12]=2)=[O:10])[CH:5]=[CH:6][CH:7]=1. The yield is 0.240. (9) The yield is 0.355. The reactants are [Cl:1][C:2]1[C:3]([NH:18][C:19]2[CH:27]=[C:26]([F:28])[CH:25]=[CH:24][C:20]=2[C:21](O)=[O:22])=[CH:4][C:5]([NH:8][C:9]2[N:13]([CH:14]([CH3:16])[CH3:15])[N:12]=[C:11]([CH3:17])[CH:10]=2)=[N:6][CH:7]=1.C1C=CC2[N:37]([OH:38])N=NC=2C=1.[CH2:39](Cl)CCl.CCN(C(C)C)C(C)C. The product is [Cl:1][C:2]1[C:3]([NH:18][C:19]2[CH:27]=[C:26]([F:28])[CH:25]=[CH:24][C:20]=2[C:21]([NH:37][O:38][CH3:39])=[O:22])=[CH:4][C:5]([NH:8][C:9]2[N:13]([CH:14]([CH3:15])[CH3:16])[N:12]=[C:11]([CH3:17])[CH:10]=2)=[N:6][CH:7]=1. The catalyst is CN(C)C=O.C(O)(=O)C.O. (10) The reactants are [C:1]([C:3]1[C:4]([CH2:22][C:23]([CH3:26])([CH3:25])[CH3:24])=[N:5][C:6]([CH2:20][CH3:21])=[C:7]([C:12]=1[C:13]1[CH:18]=[CH:17][C:16]([CH3:19])=[CH:15][CH:14]=1)[C:8]([O:10][CH3:11])=[O:9])#[N:2].N. The catalyst is [Ni].CO. The product is [NH2:2][CH2:1][C:3]1[C:4]([CH2:22][C:23]([CH3:24])([CH3:26])[CH3:25])=[N:5][C:6]([CH2:20][CH3:21])=[C:7]([C:12]=1[C:13]1[CH:14]=[CH:15][C:16]([CH3:19])=[CH:17][CH:18]=1)[C:8]([O:10][CH3:11])=[O:9]. The yield is 0.990.